From a dataset of Catalyst prediction with 721,799 reactions and 888 catalyst types from USPTO. Predict which catalyst facilitates the given reaction. (1) The catalyst class is: 23. Product: [CH2:1]([O:3][C:4](=[O:32])[CH:5]([C:10]1[CH:11]=[C:12]([C:22]2[CH:23]=[CH:24][C:25]([C:28]([F:29])([F:30])[F:31])=[CH:26][CH:27]=2)[CH:13]=[C:14]([CH:16]2[CH2:21][CH2:20][CH2:19][CH2:18][N:17]2[CH2:34][CH2:35][CH:36]([CH3:38])[CH3:37])[CH:15]=1)[CH2:6][CH:7]([CH3:9])[CH3:8])[CH3:2]. Reactant: [CH2:1]([O:3][C:4](=[O:32])[CH:5]([C:10]1[CH:11]=[C:12]([C:22]2[CH:27]=[CH:26][C:25]([C:28]([F:31])([F:30])[F:29])=[CH:24][CH:23]=2)[CH:13]=[C:14]([CH:16]2[CH2:21][CH2:20][CH2:19][CH2:18][NH:17]2)[CH:15]=1)[CH2:6][CH:7]([CH3:9])[CH3:8])[CH3:2].I[CH2:34][CH2:35][CH:36]([CH3:38])[CH3:37].C(=O)([O-])[O-].[Cs+].[Cs+]. (2) Reactant: [C:1]1([CH:7]([C:12]2[CH:17]=[CH:16][CH:15]=[CH:14][CH:13]=2)[CH2:8][C:9](Cl)=[O:10])[CH:6]=[CH:5][CH:4]=[CH:3][CH:2]=1.[S:18]1[CH:22]=[CH:21][CH:20]=[C:19]1[CH:23]([NH2:25])[CH3:24]. Product: [C:1]1([CH:7]([C:12]2[CH:17]=[CH:16][CH:15]=[CH:14][CH:13]=2)[CH2:8][C:9]([NH:25][CH:23]([C:19]2[S:18][CH:22]=[CH:21][CH:20]=2)[CH3:24])=[O:10])[CH:6]=[CH:5][CH:4]=[CH:3][CH:2]=1. The catalyst class is: 2. (3) Reactant: Br[C:2]1[CH:7]=[C:6]([CH3:8])[C:5]([CH3:9])=[CH:4][C:3]=1[N+:10]([O-:12])=[O:11].[NH2:13][CH2:14][CH2:15][CH2:16][CH2:17][CH2:18][OH:19]. Product: [CH3:9][C:5]1[C:6]([CH3:8])=[CH:7][C:2]([NH:13][CH2:14][CH2:15][CH2:16][CH2:17][CH2:18][OH:19])=[C:3]([N+:10]([O-:12])=[O:11])[CH:4]=1. The catalyst class is: 16. (4) Reactant: [N:1]1([NH:7][C:8]([C:10]2[C:14]([CH3:15])=[C:13]([C:16]3[CH:21]=[CH:20][C:19]([O:22]CC4C=CC=CC=4)=[CH:18][CH:17]=3)[N:12]([C:30]3[CH:35]=[CH:34][C:33]([Cl:36])=[CH:32][C:31]=3[Cl:37])[N:11]=2)=[O:9])[CH2:6][CH2:5][CH2:4][CH2:3][CH2:2]1. Product: [N:1]1([NH:7][C:8]([C:10]2[C:14]([CH3:15])=[C:13]([C:16]3[CH:17]=[CH:18][C:19]([OH:22])=[CH:20][CH:21]=3)[N:12]([C:30]3[CH:35]=[CH:34][C:33]([Cl:36])=[CH:32][C:31]=3[Cl:37])[N:11]=2)=[O:9])[CH2:6][CH2:5][CH2:4][CH2:3][CH2:2]1. The catalyst class is: 63. (5) Reactant: Br[C:2]1[CH:7]=[CH:6][C:5]([C:8]2[N:12]([CH2:13][C@@H:14]3[CH2:18][CH2:17][N:16]([C:19]([CH:21]4[CH2:23][CH2:22]4)=[O:20])[CH2:15]3)[C:11]3[CH:24]=[CH:25][C:26]([C:28]([F:31])([F:30])[F:29])=[CH:27][C:10]=3[N:9]=2)=[CH:4][CH:3]=1.C([O-])(=O)C.[K+].CC1(C)C(C)(C)OB(B2OC(C)(C)C(C)(C)O2)O1.Br[C:56]1[CH:64]=[CH:63][C:59]2[N:60]=[CH:61][S:62][C:58]=2[CH:57]=1.C(=O)([O-])[O-].[K+].[K+]. Product: [CH:21]1([C:19]([N:16]2[CH2:17][CH2:18][C@@H:14]([CH2:13][N:12]3[C:11]4[CH:24]=[CH:25][C:26]([C:28]([F:31])([F:30])[F:29])=[CH:27][C:10]=4[N:9]=[C:8]3[C:5]3[CH:6]=[CH:7][C:2]([C:56]4[CH:64]=[CH:63][C:59]5[N:60]=[CH:61][S:62][C:58]=5[CH:57]=4)=[CH:3][CH:4]=3)[CH2:15]2)=[O:20])[CH2:23][CH2:22]1. The catalyst class is: 368. (6) Reactant: [CH3:1][C:2]1[NH:3][C:4]2[C:9]([C:10]=1[CH3:11])=[CH:8][CH:7]=[CH:6][C:5]=2[C:12]([OH:14])=O.CCN=C=NCCCN(C)C.C1C=CC2N(O)N=NC=2C=1.CCN(C(C)C)C(C)C.[CH3:45][C:46]([NH2:50])([C:48]#[CH:49])[CH3:47]. Product: [CH3:1][C:2]1[NH:3][C:4]2[C:9]([C:10]=1[CH3:11])=[CH:8][CH:7]=[CH:6][C:5]=2[C:12]([NH:50][C:46]([CH3:47])([C:48]#[CH:49])[CH3:45])=[O:14]. The catalyst class is: 2. (7) Reactant: [CH2:1]([O:3][P:4]([CH:9]=[CH:10][CH:11]1[O:20][CH:14]2[O:15]C(C)(C)[O:17][CH:13]2[CH2:12]1)(=[O:8])[O:5][CH2:6][CH3:7])[CH3:2].Cl.CC(C)=O.C([O-])(O)=O.[Na+]. Product: [CH2:1]([O:3][P:4]([CH:9]=[CH:10][CH:11]1[CH2:12][CH:13]([OH:17])[CH:14]([OH:15])[O:20]1)(=[O:8])[O:5][CH2:6][CH3:7])[CH3:2]. The catalyst class is: 23. (8) Reactant: [CH3:1]I.C[Mg]I.[Br:6][C:7]1[CH:18]=[CH:17][C:10]([C:11](N(OC)C)=[O:12])=[C:9]([F:19])[CH:8]=1. Product: [Br:6][C:7]1[CH:18]=[CH:17][C:10]([C:11](=[O:12])[CH3:1])=[C:9]([F:19])[CH:8]=1. The catalyst class is: 469. (9) Reactant: C([NH:9][C:10]1[S:11][CH2:12][C@@H:13]2[CH2:18][N:17]([C:19]3[N:24]=[CH:23][C:22]([F:25])=[CH:21][N:20]=3)[CH2:16][C@:14]2([C:26]2[CH:27]=[C:28]([NH:32][C:33]([C:35]3[CH:40]=[CH:39][C:38]([C:41]#[N:42])=[CH:37][N:36]=3)=[O:34])[CH:29]=[CH:30][CH:31]=2)[N:15]=1)(=O)C1C=CC=CC=1.CO[NH3+].[Cl-:46].N1C=CC=CC=1. Product: [ClH:46].[NH2:9][C:10]1[S:11][CH2:12][C@@H:13]2[CH2:18][N:17]([C:19]3[N:24]=[CH:23][C:22]([F:25])=[CH:21][N:20]=3)[CH2:16][C@:14]2([C:26]2[CH:27]=[C:28]([NH:32][C:33]([C:35]3[CH:40]=[CH:39][C:38]([C:41]#[N:42])=[CH:37][N:36]=3)=[O:34])[CH:29]=[CH:30][CH:31]=2)[N:15]=1. The catalyst class is: 412.